From a dataset of Catalyst prediction with 721,799 reactions and 888 catalyst types from USPTO. Predict which catalyst facilitates the given reaction. (1) Reactant: Cl.Cl.[CH3:3][N:4]([CH3:11])[C:5]12[CH2:10][CH:9]1[CH2:8][NH:7][CH2:6]2.[Cl:12][C:13]1[N:18]=[C:17]([N:19]([C:35]([O:37][C:38]([CH3:41])([CH3:40])[CH3:39])=[O:36])[N:20]([C:28]([O:30][C:31]([CH3:34])([CH3:33])[CH3:32])=[O:29])[C:21]([O:23][C:24]([CH3:27])([CH3:26])[CH3:25])=[O:22])[C:16]([F:42])=[C:15](Cl)[N:14]=1.C(N(CC)C(C)C)(C)C. Product: [Cl:12][C:13]1[N:18]=[C:17]([N:19]([C:35]([O:37][C:38]([CH3:41])([CH3:40])[CH3:39])=[O:36])[N:20]([C:21]([O:23][C:24]([CH3:25])([CH3:26])[CH3:27])=[O:22])[C:28]([O:30][C:31]([CH3:32])([CH3:33])[CH3:34])=[O:29])[C:16]([F:42])=[C:15]([N:7]2[CH2:8][CH:9]3[C:5]([N:4]([CH3:11])[CH3:3])([CH2:10]3)[CH2:6]2)[N:14]=1. The catalyst class is: 215. (2) Reactant: C1(C(C2C=CC=CC=2)[N:8]2[C:16]3[C:11](=[CH:12][CH:13]=[CH:14][CH:15]=3)[C:10]3([C:20]4[CH:21]=[CH:22][C:23]([O:25][C@H:26]5[CH2:30][CH2:29][N:28]([C:31]([O:33][C:34]([CH3:37])([CH3:36])[CH3:35])=[O:32])[CH2:27]5)=[CH:24][C:19]=4[O:18][CH2:17]3)[C:9]2=[O:38])C=CC=CC=1. Product: [O:38]=[C:9]1[C:10]2([C:20]3[CH:21]=[CH:22][C:23]([O:25][C@H:26]4[CH2:30][CH2:29][N:28]([C:31]([O:33][C:34]([CH3:37])([CH3:36])[CH3:35])=[O:32])[CH2:27]4)=[CH:24][C:19]=3[O:18][CH2:17]2)[C:11]2[C:16](=[CH:15][CH:14]=[CH:13][CH:12]=2)[NH:8]1. The catalyst class is: 5. (3) Reactant: [CH2:1]([N:8]1[CH2:13][C@H:12]([C:14]2[CH:19]=[C:18]([Br:20])[CH:17]=[CH:16][C:15]=2[O:21][CH3:22])[O:11][CH2:10][C:9]1=O)[C:2]1[CH:7]=[CH:6][CH:5]=[CH:4][CH:3]=1.[BH4-].[Li+].Cl[Si](C)(C)C.CO. Product: [CH2:1]([N:8]1[CH2:9][CH2:10][O:11][C@@H:12]([C:14]2[CH:19]=[C:18]([Br:20])[CH:17]=[CH:16][C:15]=2[O:21][CH3:22])[CH2:13]1)[C:2]1[CH:3]=[CH:4][CH:5]=[CH:6][CH:7]=1. The catalyst class is: 7. (4) Reactant: [CH2:1]([C:3]1[N:8]=[CH:7][N:6]=[C:5]([C:9]#[N:10])[CH:4]=1)[CH3:2]. Product: [CH2:1]([C:3]1[N:8]=[CH:7][N:6]=[C:5]([CH2:9][NH2:10])[CH:4]=1)[CH3:2]. The catalyst class is: 285. (5) Reactant: [CH2:1]=[CH:2][C:3]1[CH:8]=[CH:7][CH:6]=[CH:5][CH:4]=1.[C:9]([O:13][CH2:14][CH2:15][CH2:16][CH3:17])(=[O:12])[CH:10]=[CH2:11].C(O)(=O)C=C.C(=O)([O-])O.[Na+].S(OOS([O-])(=O)=O)([O-])(=O)=O.[NH4+].[NH4+].O.N. Product: [CH2:1]=[CH:2][C:3]1[CH:8]=[CH:7][CH:6]=[CH:5][CH:4]=1.[C:9]([O:13][CH2:14][CH2:15][CH2:16][CH3:17])(=[O:12])[CH:10]=[CH2:11]. The catalyst class is: 6.